From a dataset of Peptide-MHC class II binding affinity with 134,281 pairs from IEDB. Regression. Given a peptide amino acid sequence and an MHC pseudo amino acid sequence, predict their binding affinity value. This is MHC class II binding data. The peptide sequence is LTTDDHVTRVCNRDG. The MHC is DRB1_0101 with pseudo-sequence DRB1_0101. The binding affinity (normalized) is 0.